This data is from Peptide-MHC class I binding affinity with 185,985 pairs from IEDB/IMGT. The task is: Regression. Given a peptide amino acid sequence and an MHC pseudo amino acid sequence, predict their binding affinity value. This is MHC class I binding data. (1) The peptide sequence is SPVSRSHSF. The binding affinity (normalized) is 0.0847. The MHC is HLA-B57:01 with pseudo-sequence HLA-B57:01. (2) The peptide sequence is KRLLLKLDF. The MHC is HLA-B08:03 with pseudo-sequence HLA-B08:03. The binding affinity (normalized) is 0.0847.